From a dataset of Forward reaction prediction with 1.9M reactions from USPTO patents (1976-2016). Predict the product of the given reaction. (1) Given the reactants [Cl:1][C:2]1[CH:7]=[C:6]([F:8])[C:5]([N:9]2[C:14](=[O:15])[CH:13]=[C:12]([C:16]([F:19])([F:18])[F:17])[N:11]([CH3:20])[C:10]2=[O:21])=[CH:4][C:3]=1[OH:22].Cl[CH:24]([C:29]([O:31][CH3:32])=[O:30])[C:25]([O:27][CH3:28])=[O:26].C(=O)([O-])[O-].[K+].[K+].Cl, predict the reaction product. The product is: [Cl:1][C:2]1[CH:7]=[C:6]([F:8])[C:5]([N:9]2[C:14](=[O:15])[CH:13]=[C:12]([C:16]([F:18])([F:19])[F:17])[N:11]([CH3:20])[C:10]2=[O:21])=[CH:4][C:3]=1[O:22][CH:24]([C:29]([O:31][CH3:32])=[O:30])[C:25]([O:27][CH3:28])=[O:26]. (2) Given the reactants [NH2:1][C:2]1[C:3]([I:9])=[N:4][C:5]([Cl:8])=[CH:6][CH:7]=1.[S:10]1[C:14]2[CH:15]=[C:16]([S:19](Cl)(=[O:21])=[O:20])[CH:17]=[CH:18][C:13]=2[N:12]=[CH:11]1, predict the reaction product. The product is: [I:9][C:3]1[C:2]([NH:1][S:19]([C:16]2[CH:17]=[CH:18][C:13]3[N:12]=[CH:11][S:10][C:14]=3[CH:15]=2)(=[O:20])=[O:21])=[CH:7][CH:6]=[C:5]([Cl:8])[N:4]=1.